From a dataset of Full USPTO retrosynthesis dataset with 1.9M reactions from patents (1976-2016). Predict the reactants needed to synthesize the given product. (1) Given the product [OH:41][C:38]([C:36]1[O:35][N:34]=[C:33]([C:29]2[CH:28]=[C:27]([C@@H:25]([NH:24][C:20]([C:17]3[CH:18]=[N:19][C:14]([C:9]4[CH:10]=[CH:11][CH:12]=[CH:13][N:8]=4)=[N:15][CH:16]=3)=[O:22])[CH3:26])[CH:32]=[CH:31][CH:30]=2)[N:37]=1)([CH3:40])[CH3:39], predict the reactants needed to synthesize it. The reactants are: CN1CCOCC1.[N:8]1[CH:13]=[CH:12][CH:11]=[CH:10][C:9]=1[C:14]1[N:19]=[CH:18][C:17]([C:20]([OH:22])=O)=[CH:16][N:15]=1.Cl.[NH2:24][C@H:25]([C:27]1[CH:28]=[C:29]([C:33]2[N:37]=[C:36]([C:38]([OH:41])([CH3:40])[CH3:39])[O:35][N:34]=2)[CH:30]=[CH:31][CH:32]=1)[CH3:26].[Cl-].COC1N=C(OC)N=C([N+]2(C)CCOCC2)N=1. (2) The reactants are: [C:1]1([CH2:9][NH2:10])[CH:6]=[CH:5][CH:4]=[C:3]([CH2:7][NH2:8])[CH:2]=1.[CH3:11][C:12]([O:15][C:16](O[C:16]([O:15][C:12]([CH3:14])([CH3:13])[CH3:11])=[O:17])=[O:17])([CH3:14])[CH3:13]. Given the product [C:12]([O:15][C:16](=[O:17])[NH:8][CH2:7][C:3]1[CH:4]=[CH:5][CH:6]=[C:1]([CH2:9][NH2:10])[CH:2]=1)([CH3:14])([CH3:13])[CH3:11], predict the reactants needed to synthesize it. (3) The reactants are: [F:1][C:2]([F:29])([F:28])[C:3]1[CH:27]=[CH:26][C:6]2[N:7]=[C:8]([N:10]3[CH2:15][CH2:14][N:13]([C:16]4[C:21]([C:22]([F:25])([F:24])[F:23])=[CH:20][CH:19]=[CH:18][N:17]=4)[CH2:12][CH2:11]3)[NH:9][C:5]=2[CH:4]=1.[H-].[Na+].[CH2:32](Br)[C:33]1[CH:38]=[CH:37][CH:36]=[CH:35][CH:34]=1. Given the product [CH2:32]([N:7]1[C:6]2[CH:26]=[CH:27][C:3]([C:2]([F:1])([F:28])[F:29])=[CH:4][C:5]=2[N:9]=[C:8]1[N:10]1[CH2:15][CH2:14][N:13]([C:16]2[C:21]([C:22]([F:23])([F:24])[F:25])=[CH:20][CH:19]=[CH:18][N:17]=2)[CH2:12][CH2:11]1)[C:33]1[CH:38]=[CH:37][CH:36]=[CH:35][CH:34]=1, predict the reactants needed to synthesize it. (4) Given the product [C:2]1([C:1]2[O:12][C:11]([C:13]3[N:14]=[CH:15][N:16]4[C:21](=[O:22])[N:20]([CH2:23][C:24]#[CH:25])[N:19]=[N:18][C:17]=34)=[N:10][N:9]=2)[CH:7]=[CH:6][CH:5]=[CH:4][CH:3]=1, predict the reactants needed to synthesize it. The reactants are: [C:1]([NH:9][NH:10][C:11]([C:13]1[N:14]=[CH:15][N:16]2[C:21](=[O:22])[N:20]([CH2:23][C:24]#[CH:25])[N:19]=[N:18][C:17]=12)=[O:12])(=O)[C:2]1[CH:7]=[CH:6][CH:5]=[CH:4][CH:3]=1.CC[N+](S(N=C(OC)[O-])(=O)=O)(CC)CC. (5) Given the product [O:1]1[C:5]2[CH:6]=[CH:7][C:8]([CH:10]([C:13]3[CH:21]=[CH:20][C:16]4[O:17][CH2:18][O:19][C:15]=4[CH:14]=3)[OH:11])=[CH:9][C:4]=2[O:3][CH2:2]1, predict the reactants needed to synthesize it. The reactants are: [O:1]1[C:5]2[CH:6]=[CH:7][C:8]([CH:10]=[O:11])=[CH:9][C:4]=2[O:3][CH2:2]1.Br[C:13]1[CH:21]=[CH:20][C:16]2[O:17][CH2:18][O:19][C:15]=2[CH:14]=1.C([Li])CCC.O1C2C=CC(C(C3C=C(OC)C=C(OC)C=3)O)=CC=2OCC1. (6) Given the product [Br:1][C:2]1[CH:3]=[CH:4][C:5]([CH:8]2[O:12][C:11](=[O:13])[N:10]([CH:16]([CH3:18])[CH3:17])[CH2:9]2)=[N:6][CH:7]=1, predict the reactants needed to synthesize it. The reactants are: [Br:1][C:2]1[CH:3]=[CH:4][C:5]([CH:8]2[O:12][C:11](=[O:13])[NH:10][CH2:9]2)=[N:6][CH:7]=1.[H-].[Na+].[CH:16](Br)([CH3:18])[CH3:17].BrC1C=CC(C2OC(=O)N(C)C2)=NC=1. (7) Given the product [Br:1][C:2]1[C:3]([CH3:11])=[CH:4][C:5]([C:6]([NH:13][OH:14])=[NH:7])=[CH:8][C:9]=1[CH3:10], predict the reactants needed to synthesize it. The reactants are: [Br:1][C:2]1[C:9]([CH3:10])=[CH:8][C:5]([C:6]#[N:7])=[CH:4][C:3]=1[CH3:11].Cl.[NH2:13][OH:14].C(N(CC)CC)C.